Task: Predict the reactants needed to synthesize the given product.. Dataset: Full USPTO retrosynthesis dataset with 1.9M reactions from patents (1976-2016) (1) The reactants are: [N:1]([CH2:4][C:5]1[CH:6]=[N:7][N:8]([C:11]([CH3:14])([CH3:13])[CH3:12])[C:9]=1[CH3:10])=[N+]=[N-].C(N1C(C)=C(C(OCC)=O)C=N1)(C)(C)C. Given the product [C:11]([N:8]1[C:9]([CH3:10])=[C:5]([CH2:4][NH2:1])[CH:6]=[N:7]1)([CH3:14])([CH3:13])[CH3:12], predict the reactants needed to synthesize it. (2) Given the product [CH:24]1([C@H:23]([NH:29][C:30]([CH2:40][CH2:41][C:42]([OH:44])=[O:43])=[O:36])[C:22](=[O:37])[NH:21][CH2:20][C:19](=[O:38])[N:11]2[C:12]3[C:17](=[CH:16][CH:15]=[CH:14][CH:13]=3)[CH2:18][C@H:10]2[C:8](=[O:9])[NH:7][CH2:6][C:5]2[N:4]=[N:3][NH:2][N:1]=2)[CH2:25][CH2:26][CH2:27][CH2:28]1, predict the reactants needed to synthesize it. The reactants are: [N:1]1[NH:2][N:3]=[N:4][C:5]=1[CH2:6][NH:7][C:8]([C@@H:10]1[CH2:18][C:17]2[C:12](=[CH:13][CH:14]=[CH:15][CH:16]=2)[N:11]1[C:19](=[O:38])[CH2:20][NH:21][C:22](=[O:37])[C@@H:23]([NH:29][C:30](=[O:36])OC(C)(C)C)[CH:24]1[CH2:28][CH2:27][CH2:26][CH2:25]1)=[O:9].C1(=O)[O:44][C:42](=[O:43])[CH2:41][CH2:40]1. (3) Given the product [NH2:42][CH2:41][CH:15]([C:7]1[CH:8]=[C:9]([CH:10]=[CH:11][C:6]=1[CH3:5])[NH2:12])[CH2:16][C:17]1[N:21]([C:22]([C:23]2[CH:24]=[CH:25][CH:26]=[CH:27][CH:28]=2)([C:35]2[CH:40]=[CH:39][CH:38]=[CH:37][CH:36]=2)[C:29]2[CH:30]=[CH:31][CH:32]=[CH:33][CH:34]=2)[N:20]=[N:19][N:18]=1, predict the reactants needed to synthesize it. The reactants are: [BH4-].[Na+].[H][H].[CH3:5][C:6]1[CH:11]=[CH:10][C:9]([N+:12]([O-])=O)=[CH:8][C:7]=1[CH:15]([CH2:41][N+:42]([O-])=O)[CH2:16][C:17]1[N:21]([C:22]([C:35]2[CH:40]=[CH:39][CH:38]=[CH:37][CH:36]=2)([C:29]2[CH:34]=[CH:33][CH:32]=[CH:31][CH:30]=2)[C:23]2[CH:28]=[CH:27][CH:26]=[CH:25][CH:24]=2)[N:20]=[N:19][N:18]=1. (4) Given the product [Br:1][C:2]1[CH:3]=[C:4]([CH2:5][NH:14][CH:11]2[CH2:13][CH2:12]2)[CH:7]=[C:8]([Br:10])[CH:9]=1, predict the reactants needed to synthesize it. The reactants are: [Br:1][C:2]1[CH:3]=[C:4]([CH:7]=[C:8]([Br:10])[CH:9]=1)[CH:5]=O.[CH:11]1([NH2:14])[CH2:13][CH2:12]1.S([O-])([O-])(=O)=O.[Mg+2].[BH4-].[Na+].